This data is from Peptide-MHC class I binding affinity with 185,985 pairs from IEDB/IMGT. The task is: Regression. Given a peptide amino acid sequence and an MHC pseudo amino acid sequence, predict their binding affinity value. This is MHC class I binding data. The peptide sequence is RNMSRIFPY. The MHC is HLA-B15:17 with pseudo-sequence HLA-B15:17. The binding affinity (normalized) is 0.520.